Regression. Given a peptide amino acid sequence and an MHC pseudo amino acid sequence, predict their binding affinity value. This is MHC class I binding data. From a dataset of Peptide-MHC class I binding affinity with 185,985 pairs from IEDB/IMGT. The peptide sequence is AEQASQEVKNW. The MHC is HLA-A02:02 with pseudo-sequence HLA-A02:02. The binding affinity (normalized) is 0.